From a dataset of Forward reaction prediction with 1.9M reactions from USPTO patents (1976-2016). Predict the product of the given reaction. (1) Given the reactants [CH3:1][O:2][C:3]1[CH:4]=[C:5]2[C:10](=[CH:11][C:12]=1[O:13][CH3:14])[N:9]=[CH:8][CH:7]=[C:6]2[O:15][C:16]1[C:22]([CH3:23])=[CH:21][C:19]([NH2:20])=[C:18]([CH3:24])[CH:17]=1.Cl[C:26](Cl)([O:28]C(=O)OC(Cl)(Cl)Cl)Cl.[CH3:37][CH2:38][CH:39]([OH:43])[CH2:40][CH2:41][CH3:42].C(=O)(O)[O-].[Na+], predict the reaction product. The product is: [CH3:1][O:2][C:3]1[CH:4]=[C:5]2[C:10](=[CH:11][C:12]=1[O:13][CH3:14])[N:9]=[CH:8][CH:7]=[C:6]2[O:15][C:16]1[C:22]([CH3:23])=[CH:21][C:19]([NH:20][C:26](=[O:28])[O:43][CH:39]([CH2:38][CH3:37])[CH2:40][CH2:41][CH3:42])=[C:18]([CH3:24])[CH:17]=1. (2) The product is: [C:2]([C:4]1[CH:5]=[C:6]([N:10]2[C:16](=[O:17])[CH2:15][C:14](=[O:18])[N:13]([CH3:30])[C:12]3[C:19]4[C:24]([CH:25]=[CH:26][C:11]2=3)=[CH:23][CH:22]=[CH:21][CH:20]=4)[CH:7]=[CH:8][CH:9]=1)#[N:3]. Given the reactants O.[C:2]([C:4]1[CH:5]=[C:6]([N:10]2[C:16](=[O:17])[CH2:15][C:14](=[O:18])[NH:13][C:12]3[C:19]4[C:24]([CH:25]=[CH:26][C:11]2=3)=[CH:23][CH:22]=[CH:21][CH:20]=4)[CH:7]=[CH:8][CH:9]=1)#[N:3].[H-].[Na+].I[CH3:30], predict the reaction product. (3) Given the reactants C([O:3][C:4]([C:6]1[N:7]=[C:8]2[CH:13]=[CH:12][C:11]([CH2:14][C:15]3[C:16]([F:30])=[C:17]([C:23]4[CH:28]=[CH:27][CH:26]=[C:25]([Cl:29])[CH:24]=4)[C:18]([O:21][CH3:22])=[CH:19][CH:20]=3)=[CH:10][N:9]2[CH:31]=1)=O)C.[NH3:32].CO, predict the reaction product. The product is: [Cl:29][C:25]1[CH:24]=[C:23]([C:17]2[C:18]([O:21][CH3:22])=[CH:19][CH:20]=[C:15]([CH2:14][C:11]3[CH:12]=[CH:13][C:8]4[N:9]([CH:31]=[C:6]([C:4]([NH2:32])=[O:3])[N:7]=4)[CH:10]=3)[C:16]=2[F:30])[CH:28]=[CH:27][CH:26]=1. (4) Given the reactants [Cl:1][C:2]1[N:7]=[CH:6][N:5]=[C:4]([NH:8][C@@H:9]2[CH2:13][C@H:12]([CH2:14][OH:15])[C@@H:11]([OH:16])[C@H:10]2[OH:17])[CH:3]=1.O.[C:19]1(C)[CH:24]=CC(S(O)(=O)=O)=C[CH:20]=1.COC(OC)(C)C, predict the reaction product. The product is: [Cl:1][C:2]1[N:7]=[CH:6][N:5]=[C:4]([NH:8][C@H:9]2[C@@H:10]3[O:17][C:19]([CH3:24])([CH3:20])[O:16][C@@H:11]3[C@@H:12]([CH2:14][OH:15])[CH2:13]2)[CH:3]=1. (5) Given the reactants [Cl:1][C:2]1[CH:10]=[CH:9][C:5]([C:6]([NH2:8])=[S:7])=[CH:4][CH:3]=1.[Cl:11][CH2:12][C:13]([CH2:15]Cl)=O.S(=O)(=O)(O)O, predict the reaction product. The product is: [Cl:11][CH2:12][C:13]1[N:8]=[C:6]([C:5]2[CH:9]=[CH:10][C:2]([Cl:1])=[CH:3][CH:4]=2)[S:7][CH:15]=1. (6) The product is: [NH2:19][C:11]1[CH:12]=[C:13]2[C:18](=[C:9]([O:8][CH2:1][C:2]3[CH:7]=[CH:6][CH:5]=[CH:4][CH:3]=3)[CH:10]=1)[N:17]=[CH:16][CH:15]=[CH:14]2. Given the reactants [CH2:1]([O:8][C:9]1[CH:10]=[C:11]([N+:19]([O-])=O)[CH:12]=[C:13]2[C:18]=1[N:17]=[CH:16][CH:15]=[CH:14]2)[C:2]1[CH:7]=[CH:6][CH:5]=[CH:4][CH:3]=1.CC(O)=O.C([O-])(O)=O.[Na+], predict the reaction product. (7) Given the reactants C(OC(=O)[N:7]([CH2:28][C:29]1[CH:38]=[CH:37][C:32]2[O:33][CH2:34][CH2:35][O:36][C:31]=2[CH:30]=1)[CH:8]1[CH2:13][CH2:12][N:11]([CH2:14][CH2:15][N:16]2[C:25]3[C:20](=[C:21]([Br:26])[CH:22]=[CH:23][CH:24]=3)[CH:19]=[CH:18][C:17]2=[O:27])[CH2:10][CH2:9]1)(C)(C)C.FC(F)(F)C(O)=O, predict the reaction product. The product is: [O:33]1[C:32]2[CH:37]=[CH:38][C:29]([CH2:28][NH:7][CH:8]3[CH2:13][CH2:12][N:11]([CH2:14][CH2:15][N:16]4[C:25]5[C:20](=[C:21]([Br:26])[CH:22]=[CH:23][CH:24]=5)[CH:19]=[CH:18][C:17]4=[O:27])[CH2:10][CH2:9]3)=[CH:30][C:31]=2[O:36][CH2:35][CH2:34]1.